From a dataset of In vitro SARS-CoV-2 activity screen of 1,480 approved drugs from Prestwick library. Binary Classification. Given a drug SMILES string, predict its activity (active/inactive) in a high-throughput screening assay against a specified biological target. (1) The drug is CCCSc1nc(N[C@@H]2C[C@H]2c2ccc(F)c(F)c2)c2nnn([C@@H]3C[C@H](OCCO)[C@@H](O)[C@H]3O)c2n1. The result is 0 (inactive). (2) The molecule is CCCN(CCC)CCc1cccc2c1CC(=O)N2.Cl. The result is 0 (inactive). (3) The molecule is C[C@@H](c1ncncc1F)[C@](O)(Cn1cncn1)c1ccc(F)cc1F. The result is 0 (inactive). (4) The molecule is Clc1cc(Cl)c(OCC#CI)cc1Cl. The result is 0 (inactive). (5) The molecule is CCC(=O)c1c(O)cc(O)cc1O. The result is 0 (inactive). (6) The drug is Cl.OC(CCN1CCCCC1)(c1ccccc1)C1CC2C=CC1C2. The result is 0 (inactive).